From a dataset of NCI-60 drug combinations with 297,098 pairs across 59 cell lines. Regression. Given two drug SMILES strings and cell line genomic features, predict the synergy score measuring deviation from expected non-interaction effect. Drug 1: C1CN1P(=S)(N2CC2)N3CC3. Drug 2: C1CN(P(=O)(OC1)NCCCl)CCCl. Cell line: MALME-3M. Synergy scores: CSS=4.78, Synergy_ZIP=-0.283, Synergy_Bliss=0.276, Synergy_Loewe=-2.81, Synergy_HSA=-0.518.